Task: Predict the product of the given reaction.. Dataset: Forward reaction prediction with 1.9M reactions from USPTO patents (1976-2016) (1) Given the reactants [Cl:1][C:2]1[C:3]2[C:4]3[C:5](=[N:13][N:14](C(C4C=CC=CC=4)(C4C=CC=CC=4)C4C=CC=CC=4)[CH:15]=3)[C:6](=[O:12])[NH:7][C:8]=2[N:9]=[CH:10][CH:11]=1.Cl.O1CCOCC1, predict the reaction product. The product is: [Cl:1][C:2]1[C:3]2[C:4]3[C:5](=[N:13][NH:14][CH:15]=3)[C:6](=[O:12])[NH:7][C:8]=2[N:9]=[CH:10][CH:11]=1. (2) Given the reactants [OH:1][C:2]1[CH:3]=[C:4]([C:8](=[O:10])[CH3:9])[CH:5]=[CH:6][CH:7]=1.[Cl:11][C:12]1[CH:17]=[CH:16][C:15]([CH:18](O)[CH2:19][CH2:20][CH2:21][CH2:22][N:23]2[CH2:28][CH2:27][CH:26]([C:29]3[CH:30]=[C:31]([NH:35][C:36](=[O:40])[CH:37]([CH3:39])[CH3:38])[CH:32]=[CH:33][CH:34]=3)[CH2:25][CH2:24]2)=[CH:14][CH:13]=1.Cl, predict the reaction product. The product is: [C:8]([C:4]1[CH:3]=[C:2]([CH:7]=[CH:6][CH:5]=1)[O:1][CH:18]([C:15]1[CH:14]=[CH:13][C:12]([Cl:11])=[CH:17][CH:16]=1)[CH2:19][CH2:20][CH2:21][CH2:22][N:23]1[CH2:28][CH2:27][CH:26]([C:29]2[CH:30]=[C:31]([NH:35][C:36](=[O:40])[CH:37]([CH3:39])[CH3:38])[CH:32]=[CH:33][CH:34]=2)[CH2:25][CH2:24]1)(=[O:10])[CH3:9]. (3) Given the reactants C1(C)C=CC=CC=1.[OH-].[K+].[CH2:10]([N:12]([CH2:19][CH2:20][OH:21])[C:13]1[CH:18]=[CH:17][CH:16]=[CH:15][N:14]=1)C.F[C:23]1[CH:30]=[CH:29][C:26]([CH:27]=[O:28])=[CH:25][CH:24]=1, predict the reaction product. The product is: [CH3:10][N:12]([CH2:19][CH2:20][O:21][C:23]1[CH:30]=[CH:29][C:26]([CH:27]=[O:28])=[CH:25][CH:24]=1)[C:13]1[CH:18]=[CH:17][CH:16]=[CH:15][N:14]=1. (4) Given the reactants [CH2:1]([N:8]1[C@@H:13]2[C@@H:14]([C:16]([O:18]C(C)(C)C)=[O:17])[CH2:15][C@@:9]1([C:39]1[CH:44]=[CH:43][CH:42]=[CH:41][CH:40]=1)[C@H:10]([O:23][CH2:24][C:25]1[CH:30]=[C:29]([C:31]([F:34])([F:33])[F:32])[CH:28]=[C:27]([C:35]([F:38])([F:37])[F:36])[CH:26]=1)[CH2:11][CH2:12]2)[C:2]1[CH:7]=[CH:6][CH:5]=[CH:4][CH:3]=1.FC(F)(F)C(O)=O.Cl.[NH2:53][NH:54][C:55]([NH2:57])=[O:56].C(N(CC)CC)C.Cl.CN(C)CCCN=C=NCC, predict the reaction product. The product is: [NH2:53][NH:54][C:55]([NH2:57])=[O:56].[CH2:1]([N:8]1[C@@H:13]2[C@@H:14]([C:16]([OH:18])=[O:17])[CH2:15][C@@:9]1([C:39]1[CH:44]=[CH:43][CH:42]=[CH:41][CH:40]=1)[C@H:10]([O:23][CH2:24][C:25]1[CH:26]=[C:27]([C:35]([F:37])([F:38])[F:36])[CH:28]=[C:29]([C:31]([F:32])([F:33])[F:34])[CH:30]=1)[CH2:11][CH2:12]2)[C:2]1[CH:7]=[CH:6][CH:5]=[CH:4][CH:3]=1. (5) Given the reactants C(OC([N:6]1[CH2:27][CH2:26][C:10]2[C:11]3[CH:12]([C:20]4[CH:25]=[CH:24][CH:23]=[CH:22][CH:21]=4)[C:13]([F:19])([F:18])[CH2:14][C:15]=3[CH:16]=[CH:17][C:9]=2[CH2:8][CH2:7]1)=O)C.Br, predict the reaction product. The product is: [F:19][C:13]1([F:18])[CH:12]([C:20]2[CH:25]=[CH:24][CH:23]=[CH:22][CH:21]=2)[C:11]2[C:10]3[CH2:26][CH2:27][NH:6][CH2:7][CH2:8][C:9]=3[CH:17]=[CH:16][C:15]=2[CH2:14]1. (6) Given the reactants [NH2:1][CH2:2][CH:3]1[CH2:8][N:7]2[N:9]=[C:10]([C:15]3[CH:20]=[CH:19][C:18]([O:21][C:22]4[CH:27]=[CH:26][CH:25]=[CH:24][CH:23]=4)=[CH:17][CH:16]=3)[C:11]([C:12]([NH2:14])=[O:13])=[C:6]2[NH:5][CH2:4]1.[C:28](Cl)(=[O:31])[CH:29]=[CH2:30], predict the reaction product. The product is: [C:28]([NH:1][CH2:2][CH:3]1[CH2:8][N:7]2[N:9]=[C:10]([C:15]3[CH:20]=[CH:19][C:18]([O:21][C:22]4[CH:27]=[CH:26][CH:25]=[CH:24][CH:23]=4)=[CH:17][CH:16]=3)[C:11]([C:12]([NH2:14])=[O:13])=[C:6]2[NH:5][CH2:4]1)(=[O:31])[CH:29]=[CH2:30]. (7) Given the reactants [N:1]1[CH:2]=[CH:3][N:4]2[CH:9]=[CH:8][CH:7]=[C:6]([C:10]([O:12][CH2:13][CH3:14])=[O:11])[C:5]=12.[C:15]([O-])(=[O:17])C.[Na+].C=O.C(O)(=O)C.C(=O)([O-])O.[Na+], predict the reaction product. The product is: [OH:17][CH2:15][C:3]1[N:4]2[CH:9]=[CH:8][CH:7]=[C:6]([C:10]([O:12][CH2:13][CH3:14])=[O:11])[C:5]2=[N:1][CH:2]=1. (8) The product is: [NH2:3][C@H:6]1[C@H:11]([O:12][S:13]([C:16]2[CH:17]=[CH:18][C:19]([CH3:20])=[CH:21][CH:22]=2)(=[O:14])=[O:15])[CH2:10][CH2:9][N:8]([C:23]([O:25][CH2:26][C:27]2[CH:28]=[CH:29][CH:30]=[CH:31][CH:32]=2)=[O:24])[CH2:7]1. Given the reactants [BH4-].[Na+].[N:3]([C@H:6]1[C@H:11]([O:12][S:13]([C:16]2[CH:22]=[CH:21][C:19]([CH3:20])=[CH:18][CH:17]=2)(=[O:15])=[O:14])[CH2:10][CH2:9][N:8]([C:23]([O:25][CH2:26][C:27]2[CH:32]=[CH:31][CH:30]=[CH:29][CH:28]=2)=[O:24])[CH2:7]1)=[N+]=[N-], predict the reaction product. (9) Given the reactants [OH:1][C:2]1[C:7]([I:8])=[CH:6][CH:5]=[CH:4][C:3]=1[C:9]1[N:14]=[C:13]([N:15]2[C:19]([C:20]([F:23])([F:22])[F:21])=[C:18]([C:24]([O:26][CH2:27][CH3:28])=[O:25])[CH:17]=[N:16]2)[CH:12]=[CH:11][CH:10]=1.[CH3:29][C:30]1[CH:37]=[C:36]([CH3:38])[CH:35]=[CH:34][C:31]=1[CH2:32]O.C1(P(C2C=CC=CC=2)C2C=CC=CC=2)C=CC=CC=1.N(C(OC(C)C)=O)=NC(OC(C)C)=O, predict the reaction product. The product is: [CH3:29][C:30]1[CH:37]=[C:36]([CH3:38])[CH:35]=[CH:34][C:31]=1[CH2:32][O:1][C:2]1[C:7]([I:8])=[CH:6][CH:5]=[CH:4][C:3]=1[C:9]1[N:14]=[C:13]([N:15]2[C:19]([C:20]([F:23])([F:22])[F:21])=[C:18]([C:24]([O:26][CH2:27][CH3:28])=[O:25])[CH:17]=[N:16]2)[CH:12]=[CH:11][CH:10]=1. (10) Given the reactants [NH2:1][C:2]1[N:6]([C:7]2[CH:12]=[CH:11][C:10]([F:13])=[CH:9][CH:8]=2)[N:5]=[CH:4][C:3]=1[C:14](=[O:31])[C:15]1[CH:20]=[CH:19][CH:18]=[C:17]([CH2:21][CH2:22][O:23][Si](C(C)(C)C)(C)C)[CH:16]=1.[F-].C([N+](CCCC)(CCCC)CCCC)CCC, predict the reaction product. The product is: [NH2:1][C:2]1[N:6]([C:7]2[CH:12]=[CH:11][C:10]([F:13])=[CH:9][CH:8]=2)[N:5]=[CH:4][C:3]=1[C:14](=[O:31])[C:15]1[CH:20]=[CH:19][CH:18]=[C:17]([CH2:21][CH2:22][OH:23])[CH:16]=1.